Dataset: Forward reaction prediction with 1.9M reactions from USPTO patents (1976-2016). Task: Predict the product of the given reaction. Given the reactants [C:1]([O-:4])(=O)[CH3:2].[K+].Br[C:7]1[CH:15]=[CH:14][C:10]2[S:11][CH:12]=[CH:13][C:9]=2[CH:8]=1.Br[C:17]1[CH:22]=[CH:21][C:20](S)=[CH:19][CH:18]=1.[C:24](=O)([O-])[O-].[Na+].[Na+].[CH2:30]([O:32][C:33](=[O:35])[CH3:34])C.[CH3:36][CH2:37][CH2:38][CH2:39]CC, predict the reaction product. The product is: [S:11]1[CH:12]=[CH:13][C:9]2[CH:8]=[C:7]([C:18]3[CH:19]=[C:20]([CH2:24][CH2:34][C:33]([O:32][CH3:30])=[O:35])[CH:21]=[CH:22][C:17]=3[O:4][CH2:1][CH:2]3[CH2:39][CH2:38][CH2:37][CH2:36]3)[CH:15]=[CH:14][C:10]1=2.